This data is from Full USPTO retrosynthesis dataset with 1.9M reactions from patents (1976-2016). The task is: Predict the reactants needed to synthesize the given product. (1) The reactants are: [F:1][C:2]1[CH:3]=[C:4]([CH:16]=[CH:17][C:18]=1[F:19])[O:5][C:6]1[CH:13]=[CH:12][C:11]([CH2:14][OH:15])=[CH:10][C:7]=1[C:8]#[N:9].Cl[C:21]1[CH:22]=[C:23]2[N:30]([CH3:31])[C@@H:29]([CH3:32])[CH2:28][N:24]2[C:25](=[O:27])[N:26]=1. Given the product [F:1][C:2]1[CH:3]=[C:4]([CH:16]=[CH:17][C:18]=1[F:19])[O:5][C:6]1[CH:13]=[CH:12][C:11]([CH2:14][O:15][C:21]2[CH:22]=[C:23]3[N:30]([CH3:31])[C@@H:29]([CH3:32])[CH2:28][N:24]3[C:25](=[O:27])[N:26]=2)=[CH:10][C:7]=1[C:8]#[N:9], predict the reactants needed to synthesize it. (2) Given the product [Br:1][C:2]1[CH:3]=[C:4]2[C:11]3([C:15](=[O:16])[N:14]([CH2:30][CH2:31][CH3:32])[C:13]([S:17][CH2:24][CH2:35][CH3:34])=[N:12]3)[CH2:10][CH:9]([C:18]3[CH:19]=[CH:20][CH:21]=[CH:22][CH:23]=3)[O:8][C:5]2=[CH:6][CH:7]=1, predict the reactants needed to synthesize it. The reactants are: [Br:1][C:2]1[CH:3]=[C:4]2[C:11]3([C:15](=[O:16])[NH:14][C:13](=[S:17])[NH:12]3)[CH2:10][CH:9]([C:18]3[CH:23]=[CH:22][CH:21]=[CH:20][CH:19]=3)[O:8][C:5]2=[CH:6][CH:7]=1.[C:24]([O-])([O-])=O.[K+].[K+].[CH2:30](Br)[CH2:31][CH3:32].[CH3:34][C:35]#N. (3) Given the product [Cl:24][C:25]1[CH:26]=[C:27]([S:32]([NH:1][C:2]2[CH:7]=[N:6][CH:5]=[C:4]([C:8]3[S:12][C:11]([C:13]4[CH:14]=[C:15]5[C:19](=[CH:20][CH:21]=4)[C:18](=[O:22])[N:17]([CH3:23])[CH2:16]5)=[CH:10][CH:9]=3)[CH:3]=2)(=[O:33])=[O:34])[CH:28]=[CH:29][C:30]=1[Cl:31], predict the reactants needed to synthesize it. The reactants are: [NH2:1][C:2]1[CH:3]=[C:4]([C:8]2[S:12][C:11]([C:13]3[CH:14]=[C:15]4[C:19](=[CH:20][CH:21]=3)[C:18](=[O:22])[N:17]([CH3:23])[CH2:16]4)=[CH:10][CH:9]=2)[CH:5]=[N:6][CH:7]=1.[Cl:24][C:25]1[CH:26]=[C:27]([S:32](Cl)(=[O:34])=[O:33])[CH:28]=[CH:29][C:30]=1[Cl:31]. (4) Given the product [OH:16][CH:13]([CH2:14][OH:15])[CH2:12][NH:11][C:2]1[CH:9]=[C:8]([F:10])[CH:7]=[CH:6][C:3]=1[C:4]#[N:5], predict the reactants needed to synthesize it. The reactants are: F[C:2]1[CH:9]=[C:8]([F:10])[CH:7]=[CH:6][C:3]=1[C:4]#[N:5].[NH2:11][CH2:12][CH:13]([OH:16])[CH2:14][OH:15].C(N(C(C)C)C(C)C)C.[NH4+].[Cl-]. (5) Given the product [Cl:17][C:18]1[CH:19]=[N:20][N:21]([C:23]2[CH:28]=[CH:27][C:26]([O:1][CH2:2][C@H:3]3[CH2:8][CH2:7][O:6][CH2:5][C@@H:4]3[NH:9][C:10](=[O:16])[O:11][C:12]([CH3:13])([CH3:15])[CH3:14])=[CH:25][CH:24]=2)[CH:22]=1, predict the reactants needed to synthesize it. The reactants are: [OH:1][CH2:2][C@H:3]1[CH2:8][CH2:7][O:6][CH2:5][C@@H:4]1[NH:9][C:10](=[O:16])[O:11][C:12]([CH3:15])([CH3:14])[CH3:13].[Cl:17][C:18]1[CH:19]=[N:20][N:21]([C:23]2[CH:28]=[CH:27][C:26](O)=[CH:25][CH:24]=2)[CH:22]=1.P(CCCC)(CCCC)CCCC. (6) Given the product [Br:11][C:12]1[CH:22]=[CH:21][CH:20]=[CH:19][C:13]=1[C:6]1[CH2:7][CH2:8][CH2:9][N:5]=1, predict the reactants needed to synthesize it. The reactants are: [H-].[Na+].C([N:5]1[CH2:9][CH2:8][CH2:7][C:6]1=O)=C.[Br:11][C:12]1[CH:22]=[CH:21][CH:20]=[CH:19][C:13]=1C(OCC)=O.Cl. (7) Given the product [CH2:19]1[N:18]2[C:17]3[C:16](=[CH:25][C:10](=[O:12])[C:9](=[O:30])[C:22]=3[CH:23]=[CH:24]2)[S:15][CH2:21][CH2:20]1, predict the reactants needed to synthesize it. The reactants are: S([O-])([O-])(=O)=O.[Na+].[Na+].Cl[C:9](Cl)(Cl)[CH:10]([OH:12])O.[S:15]1[CH2:21][CH2:20][CH2:19][NH:18][C:17]2[CH:22]=[CH:23][CH:24]=[CH:25][C:16]1=2.Cl.NO.Cl.[OH2:30]. (8) Given the product [Cl:19][C:15]1[CH:16]=[C:17]2[C:12](=[C:13]([NH:20][CH:21]3[CH2:25][CH2:24][CH2:23][CH2:22]3)[CH:14]=1)[NH:11][C:10]([C:7]1[S:8][CH2:9][C@@H:5]([CH2:4][CH2:3][OH:2])[N:6]=1)=[CH:18]2, predict the reactants needed to synthesize it. The reactants are: C[O:2][C:3](=O)[CH2:4][C@@H:5]1[CH2:9][S:8][C:7]([C:10]2[NH:11][C:12]3[C:17]([CH:18]=2)=[CH:16][C:15]([Cl:19])=[CH:14][C:13]=3[NH:20][CH:21]2[CH2:25][CH2:24][CH2:23][CH2:22]2)=[N:6]1.O1CCCC1.[BH4-].[Li+].O. (9) Given the product [CH3:1][C:2]1[N:12]=[C:11]([C:13]2[CH:18]=[CH:17][CH:16]=[CH:15][CH:14]=2)[CH:10]=[CH:9][C:3]=1[C:4]([OH:6])=[O:5], predict the reactants needed to synthesize it. The reactants are: [CH3:1][C:2]1[N:12]=[C:11]([C:13]2[CH:18]=[CH:17][CH:16]=[CH:15][CH:14]=2)[CH:10]=[CH:9][C:3]=1[C:4]([O:6]CC)=[O:5].[OH-].[Na+]. (10) The reactants are: Br[C:2]1[CH:3]=[CH:4][CH:5]=[C:6]2[C:10]=1[NH:9][C:8]([C:11]([O:13][CH2:14][CH3:15])=[O:12])=[C:7]2[CH2:16][CH2:17][CH2:18][O:19][C:20]1[CH:25]=[C:24]([CH3:26])[C:23]([Cl:27])=[C:22]([CH3:28])[CH:21]=1.[CH3:29][N:30]1[CH:34]=[CH:33][CH:32]=[C:31]1B1OC(C)(C)C(C)(C)O1. Given the product [Cl:27][C:23]1[C:24]([CH3:26])=[CH:25][C:20]([O:19][CH2:18][CH2:17][CH2:16][C:7]2[C:6]3[C:10](=[C:2]([C:31]4[N:30]([CH3:29])[CH:34]=[CH:33][CH:32]=4)[CH:3]=[CH:4][CH:5]=3)[NH:9][C:8]=2[C:11]([O:13][CH2:14][CH3:15])=[O:12])=[CH:21][C:22]=1[CH3:28], predict the reactants needed to synthesize it.